From a dataset of Peptide-MHC class II binding affinity with 134,281 pairs from IEDB. Regression. Given a peptide amino acid sequence and an MHC pseudo amino acid sequence, predict their binding affinity value. This is MHC class II binding data. (1) The peptide sequence is EWKYFAATQFEPLAA. The MHC is DRB1_0701 with pseudo-sequence DRB1_0701. The binding affinity (normalized) is 0.836. (2) The peptide sequence is MANSRAFALVLLFCA. The MHC is HLA-DQA10104-DQB10503 with pseudo-sequence HLA-DQA10104-DQB10503. The binding affinity (normalized) is 0.357. (3) The MHC is HLA-DQA10102-DQB10502 with pseudo-sequence HLA-DQA10102-DQB10502. The binding affinity (normalized) is 0.0313. The peptide sequence is KAIKESTGGAYDTYK. (4) The peptide sequence is PRYVKQNTLKLATGM. The MHC is DRB1_1101 with pseudo-sequence DRB1_1101. The binding affinity (normalized) is 0.688. (5) The peptide sequence is GKTKEGVLYVGSKTK. The MHC is HLA-DPA10103-DPB10401 with pseudo-sequence HLA-DPA10103-DPB10401. The binding affinity (normalized) is 0. (6) The peptide sequence is EGHHLASAAILGHDG. The MHC is HLA-DPA10103-DPB10401 with pseudo-sequence HLA-DPA10103-DPB10401. The binding affinity (normalized) is 0.290. (7) The peptide sequence is MSGPMQQLTQPLQQV. The MHC is DRB1_1101 with pseudo-sequence DRB1_1101. The binding affinity (normalized) is 0.244. (8) The peptide sequence is AGGGVTLLQAAPTLDELKLE. The MHC is DRB1_0301 with pseudo-sequence DRB1_0301. The binding affinity (normalized) is 0. (9) The peptide sequence is IGRIAETILGYNPSA. The MHC is DRB1_1302 with pseudo-sequence DRB1_1302. The binding affinity (normalized) is 0.523.